From a dataset of Reaction yield outcomes from USPTO patents with 853,638 reactions. Predict the reaction yield, written as a fraction of the theoretical maximum amount of product (1.0 means a 100% yield; for example, 0.34 means a 34% yield). The reactants are [CH:1]1([CH:6]=[C:7]([C:18]2[NH:31][C:21]3=[N:22][CH:23]=[C:24]([C:26]#[C:27][CH2:28][O:29][CH3:30])[CH:25]=[C:20]3[CH:19]=2)[C:8]2[CH:13]=[CH:12][C:11]([S:14]([CH3:17])(=[O:16])=[O:15])=[CH:10][CH:9]=2)[CH2:5][CH2:4][CH2:3][CH2:2]1. The catalyst is [Pd].CO. The product is [CH:1]1([CH2:6][CH:7]([C:18]2[NH:31][C:21]3=[N:22][CH:23]=[C:24]([CH2:26][CH2:27][CH2:28][O:29][CH3:30])[CH:25]=[C:20]3[CH:19]=2)[C:8]2[CH:13]=[CH:12][C:11]([S:14]([CH3:17])(=[O:16])=[O:15])=[CH:10][CH:9]=2)[CH2:5][CH2:4][CH2:3][CH2:2]1. The yield is 0.325.